Dataset: TCR-epitope binding with 47,182 pairs between 192 epitopes and 23,139 TCRs. Task: Binary Classification. Given a T-cell receptor sequence (or CDR3 region) and an epitope sequence, predict whether binding occurs between them. (1) The TCR CDR3 sequence is CASSLAVRSSYNEQFF. The epitope is GTSGSPIVNR. Result: 1 (the TCR binds to the epitope). (2) The epitope is TLIGDCATV. The TCR CDR3 sequence is CASSPEMTGYEQYF. Result: 1 (the TCR binds to the epitope). (3) The epitope is IQYIDIGNY. The TCR CDR3 sequence is CASSKGGKGRCAEAFF. Result: 1 (the TCR binds to the epitope). (4) The epitope is ARMILMTHF. The TCR CDR3 sequence is CASTAGSNTGELFF. Result: 1 (the TCR binds to the epitope). (5) The epitope is FLNGSCGSV. The TCR CDR3 sequence is CASSSSYEQYF. Result: 1 (the TCR binds to the epitope). (6) The epitope is LEPLVDLPI. The TCR CDR3 sequence is CASSQDWSASTNEKLFF. Result: 0 (the TCR does not bind to the epitope). (7) The epitope is IVTDFSVIK. The TCR CDR3 sequence is CASSVKTGAGREQYF. Result: 1 (the TCR binds to the epitope). (8) The epitope is PKYVKQNTLKLAT. The TCR CDR3 sequence is CASSLDTSGYLEQYF. Result: 0 (the TCR does not bind to the epitope). (9) The epitope is IIKDYGKQM. The TCR CDR3 sequence is CSASGWVRQGAFYEQYF. Result: 0 (the TCR does not bind to the epitope). (10) The epitope is NEGVKAAW. The TCR CDR3 sequence is CASSLGTSNYGYTF. Result: 0 (the TCR does not bind to the epitope).